This data is from Catalyst prediction with 721,799 reactions and 888 catalyst types from USPTO. The task is: Predict which catalyst facilitates the given reaction. (1) Reactant: [C:1]1([C:7]([NH:20][C:21]2[CH:32]=[CH:31][CH:30]=[C:29]([F:33])[C:22]=2[C:23](C[N-]OC)=[O:24])([C:14]2[CH:19]=[CH:18][CH:17]=[CH:16][CH:15]=2)[C:8]2[CH:13]=[CH:12][CH:11]=[CH:10][CH:9]=2)[CH:6]=[CH:5][CH:4]=[CH:3][CH:2]=1.[H-].[Al+3].[Li+].[H-].[H-].[H-]. Product: [C:1]1([C:7]([NH:20][C:21]2[CH:32]=[CH:31][CH:30]=[C:29]([F:33])[C:22]=2[CH:23]=[O:24])([C:14]2[CH:19]=[CH:18][CH:17]=[CH:16][CH:15]=2)[C:8]2[CH:9]=[CH:10][CH:11]=[CH:12][CH:13]=2)[CH:6]=[CH:5][CH:4]=[CH:3][CH:2]=1. The catalyst class is: 1. (2) Reactant: [F:1][C:2]1[CH:24]=[CH:23][CH:22]=[C:21]([F:25])[C:3]=1[CH2:4][O:5][C:6]1[C:7]2[N:8]([C:12]([C:16]([O:18]CC)=[O:17])=[C:13]([CH3:15])[N:14]=2)[CH:9]=[CH:10][CH:11]=1.[OH-].[Li+]. The catalyst class is: 36. Product: [F:1][C:2]1[CH:24]=[CH:23][CH:22]=[C:21]([F:25])[C:3]=1[CH2:4][O:5][C:6]1[C:7]2[N:8]([C:12]([C:16]([OH:18])=[O:17])=[C:13]([CH3:15])[N:14]=2)[CH:9]=[CH:10][CH:11]=1. (3) Reactant: [CH3:1][O:2][CH2:3][O:4][C:5]1[CH:6]=[CH:7][C:8]([Sn](C)(C)C)=[N:9][CH:10]=1.Cl[C:16]1[C:21]([C:22]([F:25])([F:24])[F:23])=[CH:20][CH:19]=[CH:18][N:17]=1. The catalyst class is: 109. Product: [CH3:1][O:2][CH2:3][O:4][C:5]1[CH:6]=[CH:7][C:8]([C:16]2[C:21]([C:22]([F:25])([F:24])[F:23])=[CH:20][CH:19]=[CH:18][N:17]=2)=[N:9][CH:10]=1.